This data is from Peptide-MHC class II binding affinity with 134,281 pairs from IEDB. The task is: Regression. Given a peptide amino acid sequence and an MHC pseudo amino acid sequence, predict their binding affinity value. This is MHC class II binding data. (1) The peptide sequence is YVVSSFDNIKVFLEG. The MHC is DRB1_0802 with pseudo-sequence DRB1_0802. The binding affinity (normalized) is 0.357. (2) The peptide sequence is YLTFLPSADEIYDCKV. The MHC is HLA-DQA10501-DQB10201 with pseudo-sequence HLA-DQA10501-DQB10201. The binding affinity (normalized) is 0.473. (3) The peptide sequence is AFKVAATAALAAPAN. The MHC is DRB1_0901 with pseudo-sequence DRB1_0901. The binding affinity (normalized) is 0.836. (4) The peptide sequence is GELQIVDWIDAAFKI. The MHC is DRB1_0404 with pseudo-sequence DRB1_0404. The binding affinity (normalized) is 0.576. (5) The peptide sequence is GELQDVDKIDAAFKI. The MHC is DRB1_1201 with pseudo-sequence DRB1_1201. The binding affinity (normalized) is 0.333.